This data is from Catalyst prediction with 721,799 reactions and 888 catalyst types from USPTO. The task is: Predict which catalyst facilitates the given reaction. Reactant: C([O:5][C:6](=[O:39])/[CH:7]=[CH:8]/[C:9]1[C:14](=[O:15])[N:13]2[CH:16]=[CH:17][C:18]([C:20]([NH:22][C:23]3[S:24][CH:25]=[C:26]([C:28]([CH3:31])([CH3:30])[CH3:29])[N:27]=3)=[O:21])=[CH:19][C:12]2=[N:11][C:10]=1[N:32]1[CH2:37][CH2:36][CH:35]([OH:38])[CH2:34][CH2:33]1)(C)(C)C. Product: [C:28]([C:26]1[N:27]=[C:23]([NH:22][C:20]([C:18]2[CH:17]=[CH:16][N:13]3[C:14](=[O:15])[C:9](/[CH:8]=[CH:7]/[C:6]([OH:39])=[O:5])=[C:10]([N:32]4[CH2:33][CH2:34][CH:35]([OH:38])[CH2:36][CH2:37]4)[N:11]=[C:12]3[CH:19]=2)=[O:21])[S:24][CH:25]=1)([CH3:31])([CH3:29])[CH3:30]. The catalyst class is: 89.